The task is: Predict the reactants needed to synthesize the given product.. This data is from Full USPTO retrosynthesis dataset with 1.9M reactions from patents (1976-2016). (1) Given the product [Br:1][C:2]1[CH:10]=[C:9]2[C:5]([C:6]([CH:11]=[O:12])=[CH:7][N:8]2[S:37]([C:27]2[CH:28]=[CH:29][C:30]([O:31][CH2:32][C:33]([F:34])([F:35])[F:36])=[C:25]([N:22]3[CH2:23][CH2:24][N:19]([C:17](=[O:18])[C:16]([Cl:42])([Cl:15])[Cl:41])[CH2:20][CH2:21]3)[CH:26]=2)(=[O:38])=[O:39])=[CH:4][CH:3]=1, predict the reactants needed to synthesize it. The reactants are: [Br:1][C:2]1[CH:10]=[C:9]2[C:5]([C:6]([CH:11]=[O:12])=[CH:7][NH:8]2)=[CH:4][CH:3]=1.[H-].[Na+].[Cl:15][C:16]([Cl:42])([Cl:41])[C:17]([N:19]1[CH2:24][CH2:23][N:22]([C:25]2[CH:26]=[C:27]([S:37](Cl)(=[O:39])=[O:38])[CH:28]=[CH:29][C:30]=2[O:31][CH2:32][C:33]([F:36])([F:35])[F:34])[CH2:21][CH2:20]1)=[O:18]. (2) Given the product [NH2:26][C:10]1[C:9]2[N:27]=[C:6]([CH2:5][OH:4])[N:7]([CH2:28][C:29]([CH3:31])([OH:32])[CH3:30])[C:8]=2[C:17]2[CH:16]=[CH:15][C:14]([O:18][CH2:19][C:20]3[CH:21]=[CH:22][CH:23]=[CH:24][CH:25]=3)=[CH:13][C:12]=2[N:11]=1, predict the reactants needed to synthesize it. The reactants are: C([O:4][CH2:5][C:6]1[N:7]([CH2:28][C:29]([OH:32])([CH3:31])[CH3:30])[C:8]2[C:17]3[CH:16]=[CH:15][C:14]([O:18][CH2:19][C:20]4[CH:25]=[CH:24][CH:23]=[CH:22][CH:21]=4)=[CH:13][C:12]=3[N:11]=[C:10]([NH2:26])[C:9]=2[N:27]=1)(=O)C.[OH-].[Na+].